From a dataset of Full USPTO retrosynthesis dataset with 1.9M reactions from patents (1976-2016). Predict the reactants needed to synthesize the given product. (1) Given the product [Cl:43][C:44]1[CH:45]=[C:46]([N:50]2[CH2:55][CH2:54][N:53]([C:11]([C:6]3[NH:7][C:8]4[C:4]([C:5]=3[C:14]3[CH:19]=[CH:18][CH:17]=[CH:16][CH:15]=3)=[CH:3][C:2]([Cl:1])=[CH:10][CH:9]=4)=[O:12])[CH2:52][CH2:51]2)[CH:47]=[CH:48][CH:49]=1, predict the reactants needed to synthesize it. The reactants are: [Cl:1][C:2]1[CH:3]=[C:4]2[C:8](=[CH:9][CH:10]=1)[NH:7][C:6]([C:11](O)=[O:12])=[C:5]2[C:14]1[CH:19]=[CH:18][CH:17]=[CH:16][CH:15]=1.Cl.CN(C)CCCN=C=NCC.O.ON1C2C=CC=CC=2N=N1.[Cl:43][C:44]1[CH:45]=[C:46]([N:50]2[CH2:55][CH2:54][NH:53][CH2:52][CH2:51]2)[CH:47]=[CH:48][CH:49]=1. (2) Given the product [C:17]1([C@H:23]([O:25][C:31](=[O:39])[NH:28][C:12]2[N:8]([C:5]3[CH:4]=[CH:3][C:2]([Br:1])=[CH:7][CH:6]=3)[N:9]=[N:10][C:11]=2[CH3:16])[CH3:24])[CH:22]=[CH:21][CH:20]=[CH:19][CH:18]=1, predict the reactants needed to synthesize it. The reactants are: [Br:1][C:2]1[CH:7]=[CH:6][C:5]([N:8]2[C:12](C(O)=O)=[C:11]([CH3:16])[N:10]=[N:9]2)=[CH:4][CH:3]=1.[C:17]1([C@H:23]([OH:25])[CH3:24])[CH:22]=[CH:21][CH:20]=[CH:19][CH:18]=1.C([N:28]([CH2:31]C)CC)C.C1([O:39]P(N=[N+]=[N-])(=O)OC2C=CC=CC=2)C=CC=CC=1. (3) The reactants are: [NH2:1][C:2](=[NH:9])[CH2:3][C:4]([O:6][CH2:7][CH3:8])=[O:5].C1CCN2C(=NCCC2)CC1.C(O[CH:24]=[CH:25][C:26](=O)[C:27]([F:30])([F:29])[F:28])C. Given the product [NH2:9][C:2]1[N:1]=[C:26]([C:27]([F:30])([F:29])[F:28])[CH:25]=[CH:24][C:3]=1[C:4]([O:6][CH2:7][CH3:8])=[O:5], predict the reactants needed to synthesize it. (4) Given the product [N:11]1([C:14]([NH:16][C:17]2[CH:26]=[CH:25][CH:24]=[CH:23][C:18]=2[C:19]([O:21][CH3:22])=[O:20])=[O:15])[CH2:12][CH2:13][NH:8][CH2:9][CH2:10]1, predict the reactants needed to synthesize it. The reactants are: C1(C[N:8]2[CH2:13][CH2:12][N:11]([C:14]([NH:16][C:17]3[CH:26]=[CH:25][CH:24]=[CH:23][C:18]=3[C:19]([O:21][CH3:22])=[O:20])=[O:15])[CH2:10][CH2:9]2)C=CC=CC=1. (5) Given the product [CH:16]1([C:14]2[NH:13][N:12]=[C:11]([NH:10][C:8]3[C:7]([F:19])=[C:6]([I:20])[C:3]([C:4]#[N:5])=[C:2]([NH:30][C@H:28]([C:25]4[CH:26]=[CH:27][C:22]([F:21])=[CH:23][CH:24]=4)[CH3:29])[N:9]=3)[CH:15]=2)[CH2:18][CH2:17]1, predict the reactants needed to synthesize it. The reactants are: Cl[C:2]1[N:9]=[C:8]([NH:10][C:11]2[CH:15]=[C:14]([CH:16]3[CH2:18][CH2:17]3)[NH:13][N:12]=2)[C:7]([F:19])=[C:6]([I:20])[C:3]=1[C:4]#[N:5].[F:21][C:22]1[CH:27]=[CH:26][C:25]([C@@H:28]([NH2:30])[CH3:29])=[CH:24][CH:23]=1.CCN(C(C)C)C(C)C. (6) Given the product [ClH:3].[CH3:16][O:14][C:13]([C@H:10]1[CH2:9][CH2:8][C@H:7]([CH2:6][NH2:5])[CH2:12][CH2:11]1)=[O:15], predict the reactants needed to synthesize it. The reactants are: S(Cl)([Cl:3])=O.[NH2:5][CH2:6][C@H:7]1[CH2:12][CH2:11][C@H:10]([C:13]([OH:15])=[O:14])[CH2:9][CH2:8]1.[CH3:16]O. (7) Given the product [Cl:1][C:2]1[CH:13]=[CH:12][C:5]2[NH:6][C:7](=[S:23])[CH2:8][O:9][CH2:10][C:4]=2[CH:3]=1, predict the reactants needed to synthesize it. The reactants are: [Cl:1][C:2]1[CH:13]=[CH:12][C:5]2[NH:6][C:7](=O)[CH2:8][O:9][CH2:10][C:4]=2[CH:3]=1.COC1C=CC(P2(=S)SP(=S)(C3C=CC(OC)=CC=3)[S:23]2)=CC=1. (8) Given the product [CH3:2][O:3][C:4](=[O:22])[C:5]([OH:6])=[CH:7][C:8](=[O:9])[N:10]([O:19][CH2:20][CH3:21])[CH2:11][C:12]1[CH:17]=[CH:16][C:15]([F:18])=[CH:14][CH:13]=1, predict the reactants needed to synthesize it. The reactants are: C[C:2]1(C)[O:6][C:5](=[CH:7][C:8]([N:10]([O:19][CH2:20][CH3:21])[CH2:11][C:12]2[CH:17]=[CH:16][C:15]([F:18])=[CH:14][CH:13]=2)=[O:9])[C:4](=[O:22])[O:3]1. (9) Given the product [C:1]1([S:7]([N:10]2[C:18]3[C:13](=[CH:14][CH:15]=[CH:16][CH:17]=3)[CH:12]=[C:11]2[CH:19]([O:22][C:23](=[O:30])[C:24]2[CH:29]=[CH:28][CH:27]=[CH:26][CH:25]=2)[CH:20]=[CH2:21])(=[O:8])=[O:9])[CH:2]=[CH:3][CH:4]=[CH:5][CH:6]=1, predict the reactants needed to synthesize it. The reactants are: [C:1]1([S:7]([N:10]2[C:18]3[C:13](=[CH:14][CH:15]=[CH:16][CH:17]=3)[CH:12]=[C:11]2[CH:19]([OH:22])[CH:20]=[CH2:21])(=[O:9])=[O:8])[CH:6]=[CH:5][CH:4]=[CH:3][CH:2]=1.[C:23](Cl)(=[O:30])[C:24]1[CH:29]=[CH:28][CH:27]=[CH:26][CH:25]=1. (10) Given the product [C:12]([O:16][C:17]([N:19]1[CH2:24][CH2:23][CH:22]([O:10][C:7]2[CH:8]=[CH:9][C:2]([Br:1])=[C:3]([F:11])[C:4]=2[CH:5]=[O:6])[CH2:21][CH2:20]1)=[O:18])([CH3:15])([CH3:13])[CH3:14], predict the reactants needed to synthesize it. The reactants are: [Br:1][C:2]1[C:3]([F:11])=[C:4]([C:7]([OH:10])=[CH:8][CH:9]=1)[CH:5]=[O:6].[C:12]([O:16][C:17]([N:19]1[CH2:24][CH2:23][CH:22](OS(C2C=CC(C)=CC=2)(=O)=O)[CH2:21][CH2:20]1)=[O:18])([CH3:15])([CH3:14])[CH3:13].C([O-])([O-])=O.[K+].[K+].